Dataset: Full USPTO retrosynthesis dataset with 1.9M reactions from patents (1976-2016). Task: Predict the reactants needed to synthesize the given product. (1) Given the product [F:17][C:18]1[CH:23]=[C:22]([F:24])[CH:21]=[CH:20][C:19]=1[C:25]1[CH:30]=[CH:29][N:28]=[C:27]([N:31]2[CH2:32][CH2:33][N:34]([C:9]([NH:8][C:5]3[O:4][N:3]=[C:2]([CH3:1])[C:6]=3[CH3:7])=[O:16])[CH2:35][CH2:36]2)[N:26]=1, predict the reactants needed to synthesize it. The reactants are: [CH3:1][C:2]1[C:6]([CH3:7])=[C:5]([NH:8][C:9](=[O:16])OCC(Cl)(Cl)Cl)[O:4][N:3]=1.[F:17][C:18]1[CH:23]=[C:22]([F:24])[CH:21]=[CH:20][C:19]=1[C:25]1[CH:30]=[CH:29][N:28]=[C:27]([N:31]2[CH2:36][CH2:35][NH:34][CH2:33][CH2:32]2)[N:26]=1. (2) Given the product [CH2:18]([O:17][C:15]([C:14]1[CH:13]=[N:9][N:8]([CH:5]2[CH2:6][CH2:7][O:2][CH2:3][CH2:4]2)[C:20]=1[NH2:21])=[O:16])[CH3:19], predict the reactants needed to synthesize it. The reactants are: Cl.[O:2]1[CH2:7][CH2:6][CH:5]([NH:8][NH2:9])[CH2:4][CH2:3]1.C(O[CH:13]=[C:14]([C:20]#[N:21])[C:15]([O:17][CH2:18][CH3:19])=[O:16])C.C([O-])(=O)C.[Na+].